This data is from Forward reaction prediction with 1.9M reactions from USPTO patents (1976-2016). The task is: Predict the product of the given reaction. (1) The product is: [C:6]([O:7][C@H:9]1[C@@H:10]([O:4][C:1](=[O:3])[CH3:2])[C@H:11]([O:46][C:47](=[O:48])[CH3:49])[C@@H:6]([CH2:5][O:4][C:1](=[O:3])[CH3:2])[O:7][C@@H:8]1[C:24]1[CH:25]=[C:26]([C:30]2[CH:35]=[CH:34][C:33]([C:36]([OH:38])=[O:37])=[CH:32][N:31]=2)[CH:27]=[CH:28][CH:29]=1)(=[O:40])[CH3:5]. Given the reactants [C:1]([O:4][CH2:5][C@H:6]1[C@H:11](CC([O-])=O)[C@H:10](CC([O-])=O)[C@@H:9](CC([O-])=O)[C@H:8]([C:24]2[CH:29]=[CH:28][CH:27]=[C:26]([C:30]3[CH:35]=[CH:34][C:33]([C:36]([O:38]C)=[O:37])=[CH:32][N:31]=3)[CH:25]=2)[O:7]1)(=[O:3])[CH3:2].[OH-:40].[Na+].Cl.CC([O:46][C:47]([CH3:49])=[O:48])=O, predict the reaction product. (2) Given the reactants [N:1]1([CH2:6][C@@H:7]2[C@H:10]([NH:11][C:12](=[O:37])/[C:13](=[N:27]\[O:28][CH2:29][C:30]([O:32]C(C)(C)C)=[O:31])/[C:14]3[N:15]=[C:16]([NH:19]C(OC(C)(C)C)=O)[S:17][CH:18]=3)[C:9](=[O:38])[N:8]2[S:39]([OH:42])(=[O:41])=[O:40])[CH:5]=[N:4][CH:3]=[N:2]1.C(O)(C(F)(F)F)=O, predict the reaction product. The product is: [N:1]1([CH2:6][C@@H:7]2[C@H:10]([NH:11][C:12](=[O:37])/[C:13](=[N:27]\[O:28][CH2:29][C:30]([OH:32])=[O:31])/[C:14]3[N:15]=[C:16]([NH2:19])[S:17][CH:18]=3)[C:9](=[O:38])[N:8]2[S:39]([OH:42])(=[O:40])=[O:41])[CH:5]=[N:4][CH:3]=[N:2]1. (3) Given the reactants C([Si](C)(C)[O:6][C:7]1[CH:8]=[C:9]2[C:14](=[CH:15][CH:16]=1)[N:13]=[C:12]([N:17]([CH2:20][CH3:21])[CH2:18][CH3:19])[N:11]([NH:22][C:23](=[O:33])[CH2:24][C:25]1[CH:30]=[C:29]([F:31])[CH:28]=[C:27]([F:32])[CH:26]=1)[C:10]2=[O:34])(C)(C)C.[F-].C([N+](CCCC)(CCCC)CCCC)CCC, predict the reaction product. The product is: [CH2:20]([N:17]([CH2:18][CH3:19])[C:12]1[N:11]([NH:22][C:23](=[O:33])[CH2:24][C:25]2[CH:30]=[C:29]([F:31])[CH:28]=[C:27]([F:32])[CH:26]=2)[C:10](=[O:34])[C:9]2[C:14](=[CH:15][CH:16]=[C:7]([OH:6])[CH:8]=2)[N:13]=1)[CH3:21]. (4) Given the reactants [CH3:1][C:2]1[CH:11]=[CH:10][C:9]2[C:4](=[C:5]([N+:12]([O-:14])=[O:13])[CH:6]=[CH:7][CH:8]=2)[N:3]=1.[I-].C[N+:17](C)(C)N.CC(C)([O-])C.[K+].[Cl-], predict the reaction product. The product is: [CH3:1][C:2]1[CH:11]=[CH:10][C:9]2[C:4](=[C:5]([N+:12]([O-:14])=[O:13])[C:6]([NH2:17])=[CH:7][CH:8]=2)[N:3]=1. (5) Given the reactants [C:1]([O:16][CH2:17][CH2:18][CH2:19][CH3:20])(=[O:15])[C:2]1[C:3](=[CH:11][CH:12]=[CH:13][CH:14]=1)[C:4](OCCCC)=O, predict the reaction product. The product is: [C:1]([O:16][CH2:17][CH2:18][CH2:19][CH3:20])(=[O:15])[CH2:2][CH2:4][CH2:3][CH2:11][CH2:12][CH2:13][CH2:14][CH2:2][C:1]([O:16][CH2:17][CH2:18][CH2:19][CH3:20])=[O:15]. (6) Given the reactants CO[C:3](=[O:8])[CH2:4][C:5](=O)[CH3:6].Br[CH2:10][C:11]([C:13]1[CH:18]=[CH:17][CH:16]=[CH:15][C:14]=1[O:19][C:20]([F:23])([F:22])[F:21])=O.[CH2:24]([NH2:30])[C@@H:25]1[O:29][CH2:28][CH2:27][CH2:26]1.[NH2:31][C@@H:32]1[CH2:37][CH2:36][CH2:35][CH2:34][C@H:33]1[OH:38], predict the reaction product. The product is: [OH:38][CH:33]1[CH2:34][CH2:35][CH2:36][CH2:37][CH:32]1[NH:31][C:3]([C:4]1[CH:10]=[C:11]([C:13]2[CH:18]=[CH:17][CH:16]=[CH:15][C:14]=2[O:19][C:20]([F:23])([F:22])[F:21])[N:30]([CH2:24][C@H:25]2[CH2:26][CH2:27][CH2:28][O:29]2)[C:5]=1[CH3:6])=[O:8]. (7) Given the reactants [S:1]1CC(O)S[CH2:3][CH:2]1O.[C:9]([CH2:11][C:12]([O:14][C:15]([CH3:18])([CH3:17])[CH3:16])=[O:13])#[N:10].C(N(CC)CC)C.O, predict the reaction product. The product is: [C:15]([O:14][C:12]([C:11]1[CH:3]=[CH:2][S:1][C:9]=1[NH2:10])=[O:13])([CH3:18])([CH3:17])[CH3:16]. (8) Given the reactants [NH2:1][C@H:2]([CH2:7][C:8]1[CH:13]=[CH:12][CH:11]=[CH:10][C:9]=1[C:14]([F:17])([F:16])[F:15])[CH2:3][C:4]([OH:6])=[O:5].[NH:18]1[C:22]([C:23]([OH:25])=[O:24])=[CH:21][C:20]([C:26](O)=[O:27])=[N:19]1.CN(C([O:36]N1N=NC2C=CC=NC1=2)=[N+](C)C)C.F[P-](F)(F)(F)(F)F.CCN(C(C)C)C(C)C.[OH-:62].[Na+], predict the reaction product. The product is: [C:4]([CH2:3][C@H:2]([NH:1][C:26]([C:20]1[CH:21]=[C:22]([C:23]([OH:25])=[O:24])[NH:18][N:19]=1)=[O:27])[CH2:7][C:8]1[CH:13]=[CH:12][CH:11]=[CH:10][C:9]=1[C:14]([F:15])([F:16])[F:17])([OH:6])=[O:5].[C:9]([OH:36])([C:14]([F:17])([F:16])[F:15])=[O:62]. (9) Given the reactants [NH2:1][C:2]1[CH:3]=[C:4]2[C:9](=[CH:10][CH:11]=1)[N:8]=[CH:7][C:6]([C:12]#[N:13])=[C:5]2[NH:14][C:15]1[CH:20]=[CH:19][C:18]([F:21])=[C:17]([Cl:22])[CH:16]=1.[CH2:23]([C:25]1[NH:26][C:27]([CH:31]=O)=[C:28]([CH3:30])[N:29]=1)[CH3:24].[BH3-]C#N.[Na+], predict the reaction product. The product is: [Cl:22][C:17]1[CH:16]=[C:15]([NH:14][C:5]2[C:4]3[C:9](=[CH:10][CH:11]=[C:2]([NH:1][CH2:31][C:27]4[NH:26][C:25]([CH2:23][CH3:24])=[N:29][C:28]=4[CH3:30])[CH:3]=3)[N:8]=[CH:7][C:6]=2[C:12]#[N:13])[CH:20]=[CH:19][C:18]=1[F:21]. (10) Given the reactants [CH3:1][N:2]1[C:6]([C:7]([F:10])([F:9])[F:8])=[CH:5][C:4]([O:11][C:12]2[CH:13]=[C:14]([CH:16]=[C:17]([O:19][C:20]3[CH:25]=[CH:24][CH:23]=[C:22]([C:26]([F:29])([F:28])[F:27])[CH:21]=3)[CH:18]=2)N)=[N:3]1.N(OCCCC)=O.O, predict the reaction product. The product is: [CH3:1][N:2]1[C:6]([C:7]([F:8])([F:9])[F:10])=[CH:5][C:4]([O:11][C:12]2[CH:13]=[CH:14][CH:16]=[C:17]([O:19][C:20]3[CH:25]=[CH:24][CH:23]=[C:22]([C:26]([F:27])([F:28])[F:29])[CH:21]=3)[CH:18]=2)=[N:3]1.